This data is from Reaction yield outcomes from USPTO patents with 853,638 reactions. The task is: Predict the reaction yield, written as a fraction of the theoretical maximum amount of product (1.0 means a 100% yield; for example, 0.34 means a 34% yield). The reactants are Br[C:2]1[CH:3]=[C:4]([CH:28]=[CH:29][CH:30]=1)[CH2:5][N:6]1[C:10]2[CH:11]=[CH:12][CH:13]=[CH:14][C:9]=2[N:8]([CH2:15][CH:16]([OH:26])[CH2:17][O:18][C:19]2[CH:24]=[CH:23][C:22]([F:25])=[CH:21][CH:20]=2)[C:7]1=[NH:27].C1C=CC(P(C2C(C3C(P(C4C=CC=CC=4)C4C=CC=CC=4)=CC=C4C=3C=CC=C4)=C3C(C=CC=C3)=CC=2)C2C=CC=CC=2)=CC=1.[C:77]1([C:90]2[CH:95]=[CH:94][CH:93]=[CH:92][CH:91]=2)[CH:82]=[CH:81][CH:80]=[CH:79][C:78]=1[CH2:83][N:84]1[CH2:89][CH2:88][NH:87][CH2:86][CH2:85]1.C([O-])([O-])=O.[Cs+].[Cs+]. The catalyst is C1(C)C=CC=CC=1.CC([O-])=O.CC([O-])=O.[Pd+2]. The product is [C:77]1([C:90]2[CH:95]=[CH:94][CH:93]=[CH:92][CH:91]=2)[CH:82]=[CH:81][CH:80]=[CH:79][C:78]=1[CH2:83][N:84]1[CH2:85][CH2:86][N:87]([C:2]2[CH:3]=[C:4]([CH:28]=[CH:29][CH:30]=2)[CH2:5][N:6]2[C:10]3[CH:11]=[CH:12][CH:13]=[CH:14][C:9]=3[N:8]([CH2:15][CH:16]([OH:26])[CH2:17][O:18][C:19]3[CH:24]=[CH:23][C:22]([F:25])=[CH:21][CH:20]=3)[C:7]2=[NH:27])[CH2:88][CH2:89]1. The yield is 0.0700.